Dataset: Forward reaction prediction with 1.9M reactions from USPTO patents (1976-2016). Task: Predict the product of the given reaction. (1) Given the reactants [C:1]([O:5][C:6](=[O:24])[C:7]1[C:12]([F:13])=[CH:11][CH:10]=[C:9]([O:14][Si](C(C)(C)C)(C)C)[C:8]=1[O:22][CH3:23])([CH3:4])([CH3:3])[CH3:2].CCCC[N+](CCCC)(CCCC)CCCC.[F-], predict the reaction product. The product is: [C:1]([O:5][C:6](=[O:24])[C:7]1[C:12]([F:13])=[CH:11][CH:10]=[C:9]([OH:14])[C:8]=1[O:22][CH3:23])([CH3:4])([CH3:3])[CH3:2]. (2) Given the reactants [CH3:1][NH:2][C@H:3]1[CH2:8][CH2:7][C@H:6]([CH2:9][CH2:10][CH2:11][CH2:12]OS(C)(=O)=O)[CH2:5][CH2:4]1.FC(F)(F)C(O)=O.[F:25][C:26]([F:38])([F:37])[C:27]1[CH:32]=[CH:31][C:30]([S:33](Cl)(=[O:35])=[O:34])=[CH:29][CH:28]=1.[CH3:39][NH:40][CH3:41], predict the reaction product. The product is: [CH3:39][N:40]([CH3:41])[CH2:12][CH2:11][CH2:10][CH2:9][C@H:6]1[CH2:5][CH2:4][C@H:3]([N:2]([CH3:1])[S:33]([C:30]2[CH:31]=[CH:32][C:27]([C:26]([F:38])([F:37])[F:25])=[CH:28][CH:29]=2)(=[O:35])=[O:34])[CH2:8][CH2:7]1. (3) Given the reactants [C:1]([O:5][C:6](=[O:23])[NH:7][C:8]1[CH:13]=[C:12]([N:14]2[CH2:19][CH2:18][O:17][CH2:16][CH2:15]2)[C:11]([C:20]#[N:21])=[CH:10][C:9]=1[NH2:22])([CH3:4])([CH3:3])[CH3:2].C([O:28][C:29](=O)[CH2:30][C:31]([C:33]1[CH:38]=[CH:37][CH:36]=[C:35]([C:39]2[O:43][N:42]=[C:41]([CH3:44])[CH:40]=2)[CH:34]=1)=[O:32])(C)(C)C, predict the reaction product. The product is: [C:1]([O:5][C:6](=[O:23])[NH:7][C:8]1[CH:13]=[C:12]([N:14]2[CH2:15][CH2:16][O:17][CH2:18][CH2:19]2)[C:11]([C:20]#[N:21])=[CH:10][C:9]=1[NH:22][C:29](=[O:28])[CH2:30][C:31]([C:33]1[CH:38]=[CH:37][CH:36]=[C:35]([C:39]2[O:43][N:42]=[C:41]([CH3:44])[CH:40]=2)[CH:34]=1)=[O:32])([CH3:4])([CH3:2])[CH3:3]. (4) The product is: [CH3:21][O:22][CH:10]([O:18][CH3:15])[CH2:9][C:4]1[CH:3]=[C:2]([I:1])[N:7]=[N:6][C:5]=1[NH2:8]. Given the reactants [I:1][C:2]1[N:7]=[N:6][C:5]([NH2:8])=[C:4]([C:9]#[C:10][Si](C)(C)C)[CH:3]=1.[C:15]([O-:18])([O-])=O.[K+].[K+].[CH3:21][OH:22], predict the reaction product. (5) Given the reactants N1C=C[CH:4]=[CH:3][CH:2]=1.[O:7]=[C:8](Cl)[O:9][C:10]([Cl:13])(Cl)Cl.C(=O)CCC.[C:20]([O:23][C:24]1[CH:39]=[CH:38][CH:37]=[CH:36][C:25]=1[C:26]([O:28][CH2:29][CH2:30][S:31][S:32][CH2:33][CH2:34][OH:35])=[O:27])(=[O:22])[CH3:21], predict the reaction product. The product is: [C:20]([O:23][C:24]1[CH:39]=[CH:38][CH:37]=[CH:36][C:25]=1[C:26]([O:28][CH2:29][CH2:30][S:31][S:32][CH2:33][CH2:34][O:35][C:8]([O:9][CH:10]([Cl:13])[CH2:2][CH2:3][CH3:4])=[O:7])=[O:27])(=[O:22])[CH3:21]. (6) Given the reactants [O-:1][N+:2]1[CH:7]=[CH:6][CH:5]=[CH:4][C:3]=1[NH:8][CH2:9][CH2:10][CH2:11][CH2:12][OH:13].N(C(OCC)=O)=NC(OCC)=O.O[C:27]1[CH:28]=[CH:29][C:30]2[CH:36]([CH2:37][C:38]([O:40][CH3:41])=[O:39])[C:35]3[CH:42]=[CH:43][CH:44]=[CH:45][C:34]=3[C:33](=[O:46])[N:32]([CH3:47])[C:31]=2[CH:48]=1.C1(P(C2C=CC=CC=2)C2C=CC=CC=2)C=CC=CC=1, predict the reaction product. The product is: [CH3:47][N:32]1[C:33](=[O:46])[C:34]2[CH:45]=[CH:44][CH:43]=[CH:42][C:35]=2[CH:36]([CH2:37][C:38]([O:40][CH3:41])=[O:39])[C:30]2[CH:29]=[CH:28][C:27]([O:13][CH2:12][CH2:11][CH2:10][CH2:9][NH:8][C:3]3[CH:4]=[CH:5][CH:6]=[CH:7][N+:2]=3[O-:1])=[CH:48][C:31]1=2.